Predict the reactants needed to synthesize the given product. From a dataset of Full USPTO retrosynthesis dataset with 1.9M reactions from patents (1976-2016). (1) Given the product [Cl:1][C:2]1[CH:3]=[C:4]([C:8]2[S:12][C:11]([C:13]([OH:15])=[O:14])=[CH:10][C:9]=2[C:18]2[CH:23]=[CH:22][CH:21]=[C:20]([C:24]#[N:25])[CH:19]=2)[CH:5]=[CH:6][CH:7]=1, predict the reactants needed to synthesize it. The reactants are: [Cl:1][C:2]1[CH:3]=[C:4]([C:8]2[S:12][C:11]([C:13]([O:15]CC)=[O:14])=[CH:10][C:9]=2[C:18]2[CH:23]=[CH:22][CH:21]=[C:20]([C:24]#[N:25])[CH:19]=2)[CH:5]=[CH:6][CH:7]=1.[OH-].[Li+]. (2) Given the product [NH2:21][CH:20]1[C:8]([C:12]([O:14][CH3:15])=[O:13])=[C:7]([C:1]2[CH:6]=[CH:5][CH:4]=[CH:3][CH:2]=2)[CH:11]=[CH:10]1, predict the reactants needed to synthesize it. The reactants are: [C:1]1([C:7]2[CH:11]=[CH:10]N[C:8]=2[C:12]([O:14][CH3:15])=[O:13])[CH:6]=[CH:5][CH:4]=[CH:3][CH:2]=1.[H-].[Na+].NCl.[CH3:20][N:21](C=O)C. (3) Given the product [F:19][C:2]([F:18])([F:1])[S:3]([O:6][C:7]1[CH:8]=[C:9]2[C:14]([CH:13]=[CH:12][C:11]([O:17][CH:29]([CH2:30][CH3:31])[C:28]([O:27][CH3:26])=[O:33])=[CH:10]2)=[CH:15][CH:16]=1)(=[O:4])=[O:5], predict the reactants needed to synthesize it. The reactants are: [F:1][C:2]([F:19])([F:18])[S:3]([O:6][C:7]1[CH:16]=[CH:15][C:14]2[C:9](=[CH:10][C:11]([OH:17])=[CH:12][CH:13]=2)[CH:8]=1)(=[O:5])=[O:4].C(=O)([O-])[O-].[Cs+].[Cs+].[CH3:26][O:27][C:28](=[O:33])[CH:29](Br)[CH2:30][CH3:31]. (4) Given the product [Cl-:1].[Cr+3:2].[NH:26]1[C:30]2[CH:31]=[CH:32][CH:33]=[CH:34][C:29]=2[N:28]=[C:27]1[CH2:35][N:36]([CH2:44][C:45]1[NH:46][C:47]2[CH:53]=[CH:52][CH:51]=[CH:50][C:48]=2[N:49]=1)[CH2:37][C:38]1[CH:43]=[CH:42][CH:41]=[CH:40][CH:39]=1.[Cl-:1].[Cl-:1], predict the reactants needed to synthesize it. The reactants are: [Cl-:1].[Cr+3:2].N1C2C=CC=CC=2N=C1CNCC1NC2C=CC=CC=2N=1.[Cl-].[Cl-].[NH:26]1[C:30]2[CH:31]=[CH:32][CH:33]=[CH:34][C:29]=2[N:28]=[C:27]1[CH2:35][N:36]([CH2:44][C:45]1[NH:49][C:48]2[CH:50]=[CH:51][CH:52]=[CH:53][C:47]=2[N:46]=1)[CH2:37][C:38]1[CH:43]=[CH:42][CH:41]=[CH:40][CH:39]=1.[K+].[Br-].